Dataset: Catalyst prediction with 721,799 reactions and 888 catalyst types from USPTO. Task: Predict which catalyst facilitates the given reaction. (1) Reactant: [F:1][C:2]1[CH:27]=[CH:26][C:5]2[NH:6][C:7]([C:9]3[CH:10]=[N:11][C:12]([NH:15][CH2:16][CH2:17][CH2:18][CH:19]4[CH2:24][CH2:23][N:22]([CH3:25])[CH2:21][CH2:20]4)=[N:13][CH:14]=3)=[N:8][C:4]=2[C:3]=1[CH3:28].CO.[CH3:31]C1C(C=O)=CN=C(NCCCC2CCN(C)CC2)N=1.FC1C(C)=C(N)C(N)=CC=1. Product: [F:1][C:2]1[CH:27]=[CH:26][C:5]2[NH:6][C:7]([C:9]3[C:14]([CH3:31])=[N:13][C:12]([NH:15][CH2:16][CH2:17][CH2:18][CH:19]4[CH2:20][CH2:21][N:22]([CH3:25])[CH2:23][CH2:24]4)=[N:11][CH:10]=3)=[N:8][C:4]=2[C:3]=1[CH3:28]. The catalyst class is: 784. (2) Reactant: [C:1]1([CH:7]([C:35]2[CH:40]=[CH:39][CH:38]=[CH:37][CH:36]=2)[CH2:8][CH2:9][O:10][C:11]([C:13]2[CH:14]([C:28]3[CH:33]=[CH:32][CH:31]=[C:30]([Cl:34])[CH:29]=3)[C:15]([C:21]([O:23]CCC#N)=[O:22])=[C:16]([CH3:20])[NH:17][C:18]=2[CH3:19])=[O:12])[CH:6]=[CH:5][CH:4]=[CH:3][CH:2]=1.[OH-].[Na+].Cl. Product: [C:35]1([CH:7]([C:1]2[CH:2]=[CH:3][CH:4]=[CH:5][CH:6]=2)[CH2:8][CH2:9][O:10][C:11]([C:13]2[CH:14]([C:28]3[CH:33]=[CH:32][CH:31]=[C:30]([Cl:34])[CH:29]=3)[C:15]([C:21]([OH:23])=[O:22])=[C:16]([CH3:20])[NH:17][C:18]=2[CH3:19])=[O:12])[CH:36]=[CH:37][CH:38]=[CH:39][CH:40]=1. The catalyst class is: 5. (3) Reactant: [F:1][C:2]1[C:7]([F:8])=[CH:6][CH:5]=[CH:4][C:3]=1[C:9]1([OH:14])[CH2:13][CH2:12][NH:11][CH2:10]1.C(=O)([O-])[O-].[K+].[K+].[CH:21]1([CH2:24]Br)[CH2:23][CH2:22]1. Product: [CH:21]1([CH2:24][N:11]2[CH2:12][CH2:13][C:9]([C:3]3[CH:4]=[CH:5][CH:6]=[C:7]([F:8])[C:2]=3[F:1])([OH:14])[CH2:10]2)[CH2:23][CH2:22]1. The catalyst class is: 10. (4) Reactant: [Cl-].[Al+3].[Cl-].[Cl-].[Cl:5][C:6]1[CH:15]=[CH:14][C:13]2[C:8](=[CH:9][CH:10]=[CH:11][CH:12]=2)[CH:7]=1.[C:16](Cl)(=[O:19])[CH2:17][CH3:18].Cl. Product: [Cl:5][C:6]1[CH:7]=[C:8]2[C:13]([CH:12]=[CH:11][CH:10]=[C:9]2[C:16](=[O:19])[CH2:17][CH3:18])=[CH:14][CH:15]=1. The catalyst class is: 2. (5) Reactant: Cl.[F:2][C:3]1[CH:22]=[C:21]([S:23]([CH3:26])(=[O:25])=[O:24])[CH:20]=[CH:19][C:4]=1[O:5][C@H:6]1[C@@H:10]([OH:11])[CH2:9][N:8]([CH:12]2[CH2:17][CH2:16][NH:15][CH2:14][CH2:13]2)[C:7]1=[O:18].[Cl:27][C:28]1[CH:33]=[N:32][C:31](Cl)=[CH:30][N:29]=1.CCN(C(C)C)C(C)C. Product: [Cl:27][C:28]1[N:29]=[CH:30][C:31]([N:15]2[CH2:14][CH2:13][CH:12]([N:8]3[CH2:9][C@H:10]([OH:11])[C@H:6]([O:5][C:4]4[CH:19]=[CH:20][C:21]([S:23]([CH3:26])(=[O:25])=[O:24])=[CH:22][C:3]=4[F:2])[C:7]3=[O:18])[CH2:17][CH2:16]2)=[N:32][CH:33]=1. The catalyst class is: 3. (6) Reactant: [H-].[H-].[H-].[H-].[Li+].[Al+3].C([O:9][C:10]([C:12]1([CH3:29])[CH2:17][CH2:16][CH2:15][N:14]([CH2:18][CH:19]2[O:24][C:23]3[CH:25]=[CH:26][CH:27]=[CH:28][C:22]=3[O:21][CH2:20]2)[CH2:13]1)=O)C.O. Product: [O:24]1[C:23]2[CH:25]=[CH:26][CH:27]=[CH:28][C:22]=2[O:21][CH2:20][CH:19]1[CH2:18][N:14]1[CH2:15][CH2:16][CH2:17][C:12]([CH2:10][OH:9])([CH3:29])[CH2:13]1. The catalyst class is: 1. (7) Reactant: C([O-])(=O)CCCCCCCCCCC.C([O-])(=O)CCCCCCCCCCC.C([Sn+2]CCCC)CCC.[C:38]([OH:48])(=[O:47])[C@@H:39]([C:41]1[CH:46]=[CH:45][CH:44]=[CH:43][CH:42]=1)[OH:40].[Cl:49][C:50]1[CH:55]=[CH:54][C:53]([N:56]=[C:57]=[O:58])=[CH:52][CH:51]=1.O. Product: [Cl:49][C:50]1[CH:55]=[CH:54][C:53]([NH:56][C:57]([O:40][C@H:39]([C:41]2[CH:46]=[CH:45][CH:44]=[CH:43][CH:42]=2)[C:38]([OH:48])=[O:47])=[O:58])=[CH:52][CH:51]=1. The catalyst class is: 4. (8) Reactant: C([O:3][C:4](=[O:39])[CH2:5][C:6]1[CH:7]=[C:8]([C:14]2[CH:19]=[CH:18][CH:17]=[C:16]([C:20]3[O:24][N:23]=[C:22]([CH3:25])[C:21]=3[NH:26][C:27]([O:29][CH:30]([C:32]3[CH:37]=[CH:36][CH:35]=[CH:34][C:33]=3[Cl:38])[CH3:31])=[O:28])[CH:15]=2)[C:9]([O:12][CH3:13])=[CH:10][CH:11]=1)C.[OH-].[Li+]. Product: [Cl:38][C:33]1[CH:34]=[CH:35][CH:36]=[CH:37][C:32]=1[CH:30]([O:29][C:27]([NH:26][C:21]1[C:22]([CH3:25])=[N:23][O:24][C:20]=1[C:16]1[CH:15]=[C:14]([C:8]2[C:9]([O:12][CH3:13])=[CH:10][CH:11]=[C:6]([CH2:5][C:4]([OH:39])=[O:3])[CH:7]=2)[CH:19]=[CH:18][CH:17]=1)=[O:28])[CH3:31]. The catalyst class is: 24. (9) Reactant: [Cl:1][C:2]1[C:3]([CH2:14][N:15]([CH:40]2[CH2:42][CH2:41]2)[C:16]([C@@H:18]2[C@:23]([C:25]3[CH:30]=[CH:29][C:28]([F:31])=[C:27]([F:32])[CH:26]=3)([OH:24])[CH2:22][CH2:21][N:20](C(OC(C)(C)C)=O)[CH2:19]2)=[O:17])=[CH:4][C:5]([CH2:9][CH2:10][CH2:11][O:12][CH3:13])=[N+:6]([O-:8])[CH:7]=1.Cl. Product: [Cl:1][C:2]1[C:3]([CH2:14][N:15]([CH:40]2[CH2:42][CH2:41]2)[C:16]([CH:18]2[C:23]([C:25]3[CH:30]=[CH:29][C:28]([F:31])=[C:27]([F:32])[CH:26]=3)([OH:24])[CH2:22][CH2:21][NH:20][CH2:19]2)=[O:17])=[CH:4][C:5]([CH2:9][CH2:10][CH2:11][O:12][CH3:13])=[N+:6]([O-:8])[CH:7]=1. The catalyst class is: 2.